Predict which catalyst facilitates the given reaction. From a dataset of Catalyst prediction with 721,799 reactions and 888 catalyst types from USPTO. (1) Reactant: [Li][C:2]1[CH:7]=[CH:6][CH:5]=[CH:4][C:3]=1[O:8][CH3:9].C[O:11][B:12](OC)[O:13]C. Product: [CH3:9][O:8][C:3]1[CH:4]=[CH:5][CH:6]=[CH:7][C:2]=1[B:12]([OH:13])[OH:11]. The catalyst class is: 28. (2) Reactant: [Cl:1][C:2]1[CH:3]=[C:4]([CH:8]=[CH:9][CH:10]=1)[C:5]([OH:7])=[O:6].[OH-].[Na+].ClC(OC(CC)C)=O.[CH3:21][C:22]([O:25][OH:26])([CH3:24])[CH3:23]. Product: [Cl:1][C:2]1[CH:3]=[C:4]([CH:8]=[CH:9][CH:10]=1)[C:5]([O:7][O:26][O:25][C:22]([CH3:24])([CH3:23])[CH3:21])=[O:6]. The catalyst class is: 280. (3) Reactant: [NH2:1][C:2]1[C:3]([OH:13])=[C:4]([S:9]([NH2:12])(=[O:11])=[O:10])[C:5]([Cl:8])=[CH:6][CH:7]=1.[CH3:14][C:15]1[C:19]([N:20]=[C:21]=[O:22])=[C:18]([CH3:23])[O:17][N:16]=1. Product: [NH2:12][S:9]([C:4]1[C:3]([OH:13])=[C:2]([NH:1][C:21]([NH:20][C:19]2[C:15]([CH3:14])=[N:16][O:17][C:18]=2[CH3:23])=[O:22])[CH:7]=[CH:6][C:5]=1[Cl:8])(=[O:11])=[O:10]. The catalyst class is: 9.